Dataset: Blood-brain barrier permeability classification from the B3DB database. Task: Regression/Classification. Given a drug SMILES string, predict its absorption, distribution, metabolism, or excretion properties. Task type varies by dataset: regression for continuous measurements (e.g., permeability, clearance, half-life) or binary classification for categorical outcomes (e.g., BBB penetration, CYP inhibition). Dataset: b3db_classification. (1) The drug is CN(C/C=C/c1ccccc1)CCOC(c1ccccc1)c1ccccc1. The result is 1 (penetrates BBB). (2) The compound is COc1cc(C(=O)NCc2ccc(OCCN(C)C)cc2)cc(OC)c1OC. The result is 1 (penetrates BBB). (3) The molecule is CC1(C)[C@H](C(=O)O)N2C(=O)C[C@@H]2S1(=O)=O. The result is 0 (does not penetrate BBB). (4) The compound is CC1=C[C@H]2[C@@H]3C[C@@H](C)[C@](O)(C(=O)COC(=O)c4cccc(S(=O)(=O)O)c4)[C@@]3(C)C[C@H](O)[C@@H]2[C@@]2(C)Cc3cnn(-c4ccccc4)c3C=C12. The result is 1 (penetrates BBB). (5) The molecule is CCCS(=O)(=O)Nc1ccc(F)c(C(=O)c2c[nH]c3ncc(-c4ccc(Cl)cc4)cc23)c1F. The result is 0 (does not penetrate BBB).